Dataset: Catalyst prediction with 721,799 reactions and 888 catalyst types from USPTO. Task: Predict which catalyst facilitates the given reaction. (1) Reactant: [I-].[C:2]([O:6][C:7]([N:9]1[CH2:14][CH2:13][CH:12]([CH2:15][CH2:16][P+](C2C=CC=CC=2)(C2C=CC=CC=2)C2C=CC=CC=2)[CH2:11][CH2:10]1)=[O:8])([CH3:5])([CH3:4])[CH3:3].C[Si]([N-][Si](C)(C)C)(C)C.[Na+].[C:46]1([CH2:52][CH:53]([NH:56][C:57]([C:70]2[CH:75]=[CH:74][CH:73]=[CH:72][CH:71]=2)([C:64]2[CH:69]=[CH:68][CH:67]=[CH:66][CH:65]=2)[C:58]2[CH:63]=[CH:62][CH:61]=[CH:60][CH:59]=2)[CH:54]=O)[CH:51]=[CH:50][CH:49]=[CH:48][CH:47]=1.CCOCC. Product: [C:2]([O:6][C:7]([N:9]1[CH2:10][CH2:11][CH:12]([CH2:15][CH:16]=[CH:54][CH:53]([NH:56][C:57]([C:70]2[CH:75]=[CH:74][CH:73]=[CH:72][CH:71]=2)([C:58]2[CH:59]=[CH:60][CH:61]=[CH:62][CH:63]=2)[C:64]2[CH:65]=[CH:66][CH:67]=[CH:68][CH:69]=2)[CH2:52][C:46]2[CH:47]=[CH:48][CH:49]=[CH:50][CH:51]=2)[CH2:13][CH2:14]1)=[O:8])([CH3:3])([CH3:4])[CH3:5]. The catalyst class is: 220. (2) Reactant: [H-].[Na+].[Cl:3][C:4]1[N:13]=[CH:12][C:11]2[NH:10][CH2:9][C@@H:8]3[CH2:14][O:15][CH2:16][CH2:17][N:7]3[C:6]=2[N:5]=1.Br[CH2:19][C:20]([O:22][C:23]([CH3:26])([CH3:25])[CH3:24])=[O:21].O. Product: [Cl:3][C:4]1[N:13]=[CH:12][C:11]2[N:10]([CH2:19][C:20]([O:22][C:23]([CH3:26])([CH3:25])[CH3:24])=[O:21])[CH2:9][C@@H:8]3[CH2:14][O:15][CH2:16][CH2:17][N:7]3[C:6]=2[N:5]=1. The catalyst class is: 3. (3) Reactant: C(N(CC)CC)C.[C:8](Cl)(=[O:15])[C:9]1[CH:14]=[CH:13][CH:12]=[CH:11][CH:10]=1.[OH:17][C:18]1[CH:23]=[CH:22][C:21]([N:24]2[C:37]3[CH:36]=[CH:35][CH:34]=[CH:33][C:32]=3[S:31](=[O:39])(=[O:38])[C:30]3[C:25]2=[CH:26][CH:27]=[CH:28][CH:29]=3)=[CH:20][CH:19]=1. Product: [C:8]([O:17][C:18]1[CH:23]=[CH:22][C:21]([N:24]2[C:37]3[CH:36]=[CH:35][CH:34]=[CH:33][C:32]=3[S:31](=[O:39])(=[O:38])[C:30]3[C:25]2=[CH:26][CH:27]=[CH:28][CH:29]=3)=[CH:20][CH:19]=1)(=[O:15])[C:9]1[CH:14]=[CH:13][CH:12]=[CH:11][CH:10]=1. The catalyst class is: 10. (4) Reactant: [F:1][C:2]([F:41])([F:40])[C:3]1[CH:4]=[C:5]([CH:33]=[C:34]([C:36]([F:39])([F:38])[F:37])[CH:35]=1)[CH2:6][N:7]([CH2:14][C:15]1[CH:20]=[C:19]([C:21]([F:24])([F:23])[F:22])[CH:18]=[CH:17][C:16]=1[C:25]([CH:27]1[CH2:32][CH2:31][CH2:30][CH2:29][CH2:28]1)=[O:26])[C:8]1[N:9]=[N:10][N:11]([CH3:13])[N:12]=1.[BH4-].[Na+]. Product: [F:41][C:2]([F:1])([F:40])[C:3]1[CH:4]=[C:5]([CH:33]=[C:34]([C:36]([F:37])([F:38])[F:39])[CH:35]=1)[CH2:6][N:7]([CH2:14][C:15]1[CH:20]=[C:19]([C:21]([F:24])([F:23])[F:22])[CH:18]=[CH:17][C:16]=1[CH:25]([CH:27]1[CH2:32][CH2:31][CH2:30][CH2:29][CH2:28]1)[OH:26])[C:8]1[N:9]=[N:10][N:11]([CH3:13])[N:12]=1. The catalyst class is: 5. (5) Reactant: [NH2:1][C:2]1[CH:3]=[CH:4][C:5]([O:8][CH3:9])=[N:6][CH:7]=1.CCN(C(C)C)C(C)C.[C:19]([NH:26][CH2:27][CH2:28]Br)([O:21][C:22]([CH3:25])([CH3:24])[CH3:23])=[O:20].[Na+].[I-]. Product: [CH3:9][O:8][C:5]1[N:6]=[CH:7][C:2]([NH:1][CH2:28][CH2:27][NH:26][C:19](=[O:20])[O:21][C:22]([CH3:25])([CH3:24])[CH3:23])=[CH:3][CH:4]=1. The catalyst class is: 173. (6) Product: [C:13]([O:17][C:18]1[CH:19]=[CH:20][C:21]([N:24]2[C:29](=[O:30])[C:28]([CH2:31][C:32]3[CH:33]=[CH:34][C:35]([C:38]4[CH:43]=[CH:42][CH:41]=[CH:40][C:39]=4[C:44]4[NH:3][C:4](=[O:7])[O:5][N:45]=4)=[CH:36][CH:37]=3)=[C:27]([CH2:46][CH2:47][CH3:48])[N:26]=[C:25]2[CH2:49][CH3:50])=[CH:22][CH:23]=1)([CH3:16])([CH3:15])[CH3:14]. The catalyst class is: 6. Reactant: [Cl-].O[NH3+:3].[C:4](=[O:7])([O-])[OH:5].[Na+].CS(C)=O.[C:13]([O:17][C:18]1[CH:23]=[CH:22][C:21]([N:24]2[C:29](=[O:30])[C:28]([CH2:31][C:32]3[CH:37]=[CH:36][C:35]([C:38]4[C:39]([C:44]#[N:45])=[CH:40][CH:41]=[CH:42][CH:43]=4)=[CH:34][CH:33]=3)=[C:27]([CH2:46][CH2:47][CH3:48])[N:26]=[C:25]2[CH2:49][CH3:50])=[CH:20][CH:19]=1)([CH3:16])([CH3:15])[CH3:14]. (7) Reactant: C(OC([N:8]1[CH2:13][CH2:12][CH:11]([C:14]2[CH:19]=[CH:18][C:17]([CH:20]([C:22](=[O:27])[NH:23][CH:24]3[CH2:26][CH2:25]3)[CH3:21])=[CH:16][CH:15]=2)[CH2:10][CH2:9]1)=O)(C)(C)C.Cl. Product: [CH:24]1([NH:23][C:22](=[O:27])[CH:20]([C:17]2[CH:18]=[CH:19][C:14]([CH:11]3[CH2:10][CH2:9][NH:8][CH2:13][CH2:12]3)=[CH:15][CH:16]=2)[CH3:21])[CH2:25][CH2:26]1. The catalyst class is: 5. (8) Reactant: [N:1]1([C:6]2[CH:7]=[C:8]([S:12]([O-:14])=[O:13])[CH:9]=[CH:10][CH:11]=2)[CH2:5][CH2:4][CH2:3][CH2:2]1.[Li+].C1C(=O)N([Cl:23])C(=O)C1.CCOC(C)=O. Product: [N:1]1([C:6]2[CH:7]=[C:8]([S:12]([Cl:23])(=[O:14])=[O:13])[CH:9]=[CH:10][CH:11]=2)[CH2:5][CH2:4][CH2:3][CH2:2]1. The catalyst class is: 4. (9) The catalyst class is: 9. Product: [CH3:3][CH:4]([CH3:29])[CH2:5][C:6]1[C:12]2[CH:13]=[CH:14][CH:15]=[CH:16][C:11]=2[N:10]([CH2:33][C:34]2[C:39]([CH3:40])=[CH:38][CH:37]=[CH:36][N:35]=2)[C:9](=[O:17])[CH:8]([NH:18][C:19]([NH:21][C:22]2[CH:27]=[CH:26][CH:25]=[C:24]([CH3:28])[CH:23]=2)=[O:20])[N:7]=1. Reactant: [H-].[Na+].[CH3:3][CH:4]([CH3:29])[CH2:5][C:6]1[C:12]2[CH:13]=[CH:14][CH:15]=[CH:16][C:11]=2[NH:10][C:9](=[O:17])[CH:8]([NH:18][C:19]([NH:21][C:22]2[CH:27]=[CH:26][CH:25]=[C:24]([CH3:28])[CH:23]=2)=[O:20])[N:7]=1.[I-].[Na+].Cl[CH2:33][C:34]1[C:39]([CH3:40])=[CH:38][CH:37]=[CH:36][N:35]=1. (10) Reactant: [CH:1]1[C:10]2[C:5](=[CH:6][CH:7]=[CH:8][CH:9]=2)[CH:4]=[C:3]([NH2:11])[N:2]=1.[Cl:12]N1C(=O)CCC1=O. Product: [Cl:12][C:4]1[C:5]2[C:10](=[CH:9][CH:8]=[CH:7][CH:6]=2)[CH:1]=[N:2][C:3]=1[NH2:11]. The catalyst class is: 5.